The task is: Predict the reaction yield, written as a fraction of the theoretical maximum amount of product (1.0 means a 100% yield; for example, 0.34 means a 34% yield).. This data is from Reaction yield outcomes from USPTO patents with 853,638 reactions. The reactants are [F:1][C:2]1[CH:7]=[CH:6][C:5]([NH:8][C:9]([C:11]2([C:14]([OH:16])=O)[CH2:13][CH2:12]2)=[O:10])=[CH:4][CH:3]=1.C1(C(O)=O)(C(O)=O)CC1.FC1C=CC([NH2:31])=CC=1.[CH3:34][O:35][C:36]1[CH:62]=[CH:61][C:39]([CH2:40][N:41]2[C:45]3=[N:46][CH:47]=[CH:48][C:49]([O:50][C:51]4[C:56]([CH3:57])=[CH:55][C:54](N)=[C:53]([Cl:59])[CH:52]=4)=[C:44]3[C:43]([CH3:60])=[N:42]2)=[CH:38][CH:37]=1. No catalyst specified. The product is [Cl:59][C:53]1[CH:52]=[C:51]([O:50][C:49]2[CH:48]=[CH:47][N:46]=[C:45]3[N:41]([CH2:40][C:39]4[CH:61]=[CH:62][C:36]([O:35][CH3:34])=[CH:37][CH:38]=4)[N:42]=[C:43]([CH3:60])[C:44]=23)[C:56]([CH3:57])=[CH:55][C:54]=1[N:8]([C:5]1[CH:4]=[CH:3][C:2]([F:1])=[CH:7][CH:6]=1)[C:9]([C:11]1([C:14]([NH2:31])=[O:16])[CH2:12][CH2:13]1)=[O:10]. The yield is 0.170.